From a dataset of Forward reaction prediction with 1.9M reactions from USPTO patents (1976-2016). Predict the product of the given reaction. (1) Given the reactants CCN(C(C)C)C(C)C.[C:10]1([NH:16][C:17]2[CH:25]=[CH:24][C:20]([C:21]([OH:23])=O)=[CH:19][CH:18]=2)[CH:15]=[CH:14][CH:13]=[CH:12][CH:11]=1.CCN=C=NCCCN(C)C.C1C=CC2N(O)N=NC=2C=1.[NH2:47][CH2:48][C:49]([N:51]1[CH2:56][CH2:55][N:54]([C:57](=[O:68])[C:58]2[CH:63]=[CH:62][CH:61]=[CH:60][C:59]=2[C:64]([F:67])([F:66])[F:65])[CH2:53][CH2:52]1)=[O:50].C(O)(C(F)(F)F)=O, predict the reaction product. The product is: [O:50]=[C:49]([N:51]1[CH2:52][CH2:53][N:54]([C:57](=[O:68])[C:58]2[CH:63]=[CH:62][CH:61]=[CH:60][C:59]=2[C:64]([F:67])([F:66])[F:65])[CH2:55][CH2:56]1)[CH2:48][NH:47][C:21](=[O:23])[C:20]1[CH:19]=[CH:18][C:17]([NH:16][C:10]2[CH:11]=[CH:12][CH:13]=[CH:14][CH:15]=2)=[CH:25][CH:24]=1. (2) Given the reactants Br[C:2]1[C:10]2[N:9]3[CH2:11][CH2:12][CH2:13][NH:14][C:15](=[O:16])[C:8]3=[CH:7][C:6]=2[CH:5]=[C:4]([F:17])[CH:3]=1.[C:18](=O)([O-])[O-].[K+].[K+].CB1OB(C)OB(C)O1.O, predict the reaction product. The product is: [F:17][C:4]1[CH:3]=[C:2]([CH3:18])[C:10]2[N:9]3[CH2:11][CH2:12][CH2:13][NH:14][C:15](=[O:16])[C:8]3=[CH:7][C:6]=2[CH:5]=1. (3) The product is: [C:29]([O:28][C:26]([NH:25][CH2:24][CH2:23][O:22][C:15]1[C:14]([C:33]2[CH:37]=[CH:36][O:35][CH:34]=2)=[CH:13][CH:12]=[C:11]([CH2:10][S:7]([C:1]2[CH:6]=[CH:5][CH:4]=[CH:3][C:2]=2[O:38][CH3:39])(=[O:8])=[O:9])[C:16]=1[C:17]([O:19][CH3:20])=[O:18])=[O:27])([CH3:30])([CH3:32])[CH3:31]. Given the reactants [C:1]1([S:7]([CH2:10][C:11]2[C:16]([C:17]([O:19][CH2:20]C)=[O:18])=[C:15]([O:22][CH2:23][CH2:24][NH:25][C:26]([O:28][C:29]([CH3:32])([CH3:31])[CH3:30])=[O:27])[C:14]([C:33]3[CH:37]=[CH:36][O:35][CH:34]=3)=[CH:13][CH:12]=2)(=[O:9])=[O:8])[CH:6]=[CH:5][CH:4]=[CH:3][CH:2]=1.[O:38]1C=CC(C2C(OC)=C(C(CS(C3C=CC=CC=3OC)(=O)=O)=CC=2)C(OC)=O)=[CH:39]1.C(OC(NCCBr)=O)(C)(C)C, predict the reaction product. (4) Given the reactants [NH2:1][C:2]1[C:7]([N+:8]([O-])=O)=[CH:6][CH:5]=[CH:4][C:3]=1[C:11]1[CH:16]=[CH:15][CH:14]=[CH:13][CH:12]=1, predict the reaction product. The product is: [NH2:1][C:2]1[C:7]([NH2:8])=[CH:6][CH:5]=[CH:4][C:3]=1[C:11]1[CH:12]=[CH:13][CH:14]=[CH:15][CH:16]=1. (5) Given the reactants I[CH2:2][C:3]1[CH:4]=[C:5]([CH3:22])[CH:6]=[C:7]2[C:12]=1[O:11][CH:10]([C:13]([F:16])([F:15])[F:14])[C:9]([C:17]([O:19][CH2:20][CH3:21])=[O:18])=[CH:8]2.[CH3:23][S-:24].[Na+], predict the reaction product. The product is: [CH3:22][C:5]1[CH:6]=[C:7]2[C:12](=[C:3]([CH2:2][S:24][CH3:23])[CH:4]=1)[O:11][CH:10]([C:13]([F:16])([F:14])[F:15])[C:9]([C:17]([O:19][CH2:20][CH3:21])=[O:18])=[CH:8]2. (6) Given the reactants [C:1]([C:5]1[N:10]=[C:9](N2CCNCC2)[CH:8]=[C:7](C2CCC2)[N:6]=1)([CH3:4])([CH3:3])[CH3:2].BrCCCCl.C(N(CC)CC)C, predict the reaction product. The product is: [C:1]([C:5]1[N:10]=[CH:9][CH:8]=[CH:7][N:6]=1)([CH3:4])([CH3:3])[CH3:2].